From a dataset of Full USPTO retrosynthesis dataset with 1.9M reactions from patents (1976-2016). Predict the reactants needed to synthesize the given product. (1) Given the product [Cl:1][C:2]1[CH:7]=[C:6]([O:8][CH3:9])[C:5]([F:10])=[CH:4][C:3]=1[NH2:11], predict the reactants needed to synthesize it. The reactants are: [Cl:1][C:2]1[CH:7]=[C:6]([O:8][CH3:9])[C:5]([F:10])=[CH:4][C:3]=1[N+:11]([O-])=O.O.O.Cl[Sn]Cl.Cl. (2) Given the product [CH:1]1([N:7]2[CH2:13][C:12]([F:15])([F:14])[C:11](=[O:16])[N:10]([CH3:17])[C:9]3[CH:18]=[N:19][C:20]([NH:22][C:23]4[CH:31]=[CH:30][C:26]([C:27]([N:62]5[CH2:63][CH2:64][N:59]([CH3:58])[CH2:60][CH2:61]5)=[O:29])=[CH:25][C:24]=4[O:32][CH3:33])=[N:21][C:8]2=3)[CH2:2][CH2:3][CH2:4][CH2:5][CH2:6]1, predict the reactants needed to synthesize it. The reactants are: [CH:1]1([N:7]2[CH2:13][C:12]([F:15])([F:14])[C:11](=[O:16])[N:10]([CH3:17])[C:9]3[CH:18]=[N:19][C:20]([NH:22][C:23]4[CH:31]=[CH:30][C:26]([C:27]([OH:29])=O)=[CH:25][C:24]=4[O:32][CH3:33])=[N:21][C:8]2=3)[CH2:6][CH2:5][CH2:4][CH2:3][CH2:2]1.CN(C(ON1N=NC2C=CC=NC1=2)=[N+](C)C)C.F[P-](F)(F)(F)(F)F.[CH3:58][N:59]1[CH2:64][CH2:63][NH:62][CH2:61][CH2:60]1. (3) The reactants are: [F:1][C:2]1[CH:7]=[C:6]([F:8])[CH:5]=[CH:4][C:3]=1[C:9]([OH:30])([CH2:24][N:25]1[CH:29]=[N:28][N:27]=[N:26]1)[C:10]([F:23])([F:22])[C:11]1[CH:16]=[CH:15][C:14](/[CH:17]=[CH:18]/[CH2:19][O:20][CH3:21])=[CH:13][N:12]=1. Given the product [F:1][C:2]1[CH:7]=[C:6]([F:8])[CH:5]=[CH:4][C:3]=1[C:9]([OH:30])([CH2:24][N:25]1[CH:29]=[N:28][N:27]=[N:26]1)[C:10]([F:22])([F:23])[C:11]1[CH:16]=[CH:15][C:14]([CH2:17][CH2:18][CH2:19][O:20][CH3:21])=[CH:13][N:12]=1, predict the reactants needed to synthesize it. (4) The reactants are: Cl[C:2]1[CH:3]=[C:4]2[N:11]([CH2:12][CH3:13])[C:10]([CH3:15])([CH3:14])[CH2:9][N:5]2[C:6](=[O:8])[N:7]=1.[F:16][C:17]1[C:22]([F:23])=[CH:21][CH:20]=[CH:19][C:18]=1[CH2:24][OH:25]. Given the product [F:16][C:17]1[C:22]([F:23])=[CH:21][CH:20]=[CH:19][C:18]=1[CH2:24][O:25][C:2]1[CH:3]=[C:4]2[N:11]([CH2:12][CH3:13])[C:10]([CH3:15])([CH3:14])[CH2:9][N:5]2[C:6](=[O:8])[N:7]=1, predict the reactants needed to synthesize it. (5) Given the product [C:26]([O-:27])(=[O:30])[CH3:23].[NH4+:12].[F:1][C:2]1[C:7]([F:8])=[CH:6][CH:5]=[CH:4][C:3]=1[CH2:9][S:10][C:11]1[N:12]=[C:13]([NH:22][C:23]([CH2:26][OH:27])([CH3:28])[CH2:24][OH:25])[C:14]2[S:19][C:18](=[O:20])[NH:17][C:15]=2[N:16]=1, predict the reactants needed to synthesize it. The reactants are: [F:1][C:2]1[C:7]([F:8])=[CH:6][CH:5]=[CH:4][C:3]=1[CH2:9][S:10][C:11]1[N:12]=[C:13]([NH:22][C:23]([CH3:28])([CH2:26][OH:27])[CH2:24][OH:25])[C:14]2[S:19][C:18]([O:20]C)=[N:17][C:15]=2[N:16]=1.Cl.[OH2:30]. (6) Given the product [C:28]([O:32][CH2:33][C:34]([N:11]1[CH2:12][CH2:13][C:14]2[N:6]([CH2:5][C:4]3[CH:23]=[CH:24][C:25]([F:27])=[CH:26][C:3]=3[F:2])[N:7]=[C:8]([C:15]3[CH:16]=[C:17]([CH:20]=[CH:21][CH:22]=3)[C:18]#[N:19])[C:9]=2[CH2:10]1)=[O:35])([CH3:31])([CH3:30])[CH3:29], predict the reactants needed to synthesize it. The reactants are: Cl.[F:2][C:3]1[CH:26]=[C:25]([F:27])[CH:24]=[CH:23][C:4]=1[CH2:5][N:6]1[C:14]2[CH2:13][CH2:12][NH:11][CH2:10][C:9]=2[C:8]([C:15]2[CH:16]=[C:17]([CH:20]=[CH:21][CH:22]=2)[C:18]#[N:19])=[N:7]1.[C:28]([O:32][CH2:33][C:34](O)=[O:35])([CH3:31])([CH3:30])[CH3:29].C(N(CC)C(C)C)(C)C.[B-](F)(F)(F)F.CCOC(C(C#N)=NOC(N(C)C)=[N+](C)C)=O. (7) Given the product [Cl:1][C:2]1[C:11]2[C:6](=[C:7]([CH3:12])[CH:8]=[CH:9][CH:10]=2)[C:5]([C:13]([N:16]2[CH2:20][CH2:19][CH2:18][CH2:17]2)=[O:15])=[CH:4][N:3]=1, predict the reactants needed to synthesize it. The reactants are: [Cl:1][C:2]1[C:11]2[C:6](=[C:7]([CH3:12])[CH:8]=[CH:9][CH:10]=2)[C:5]([C:13]([OH:15])=O)=[CH:4][N:3]=1.[NH:16]1[CH2:20][CH2:19][CH2:18][CH2:17]1.